From a dataset of Full USPTO retrosynthesis dataset with 1.9M reactions from patents (1976-2016). Predict the reactants needed to synthesize the given product. (1) Given the product [C:4]1(=[O:11])[C:5]2[C:10](=[CH:9][CH:8]=[CH:7][CH:6]=2)[CH:2]=[CH:3]1, predict the reactants needed to synthesize it. The reactants are: Br[CH:2]1[C:10]2[C:5](=[CH:6][CH:7]=[CH:8][CH:9]=2)[C:4](=[O:11])[CH2:3]1. (2) The reactants are: S=[C:2]1[CH2:6][S:5][C:4](=[O:7])[NH:3]1.[NH2:8][CH2:9][C:10]1([CH2:16][OH:17])[CH2:15][CH2:14][O:13][CH2:12][CH2:11]1. Given the product [OH:17][CH2:16][C:10]1([CH2:9][NH:8][C:2]2[CH2:6][S:5][C:4](=[O:7])[N:3]=2)[CH2:15][CH2:14][O:13][CH2:12][CH2:11]1, predict the reactants needed to synthesize it. (3) Given the product [Cl:11][C:12]1[CH:20]=[CH:19][C:18]([N+:21]([O-:23])=[O:22])=[CH:17][C:13]=1[C:14]1[O:1][N:2]=[C:3]([C:5]2[CH:10]=[CH:9][CH:8]=[CH:7][N:6]=2)[N:4]=1, predict the reactants needed to synthesize it. The reactants are: [OH:1][NH:2][C:3]([C:5]1[CH:10]=[CH:9][CH:8]=[CH:7][N:6]=1)=[NH:4].[Cl:11][C:12]1[CH:20]=[CH:19][C:18]([N+:21]([O-:23])=[O:22])=[CH:17][C:13]=1[C:14](O)=O.